Dataset: NCI-60 drug combinations with 297,098 pairs across 59 cell lines. Task: Regression. Given two drug SMILES strings and cell line genomic features, predict the synergy score measuring deviation from expected non-interaction effect. (1) Drug 1: CC12CCC3C(C1CCC2=O)CC(=C)C4=CC(=O)C=CC34C. Drug 2: CNC(=O)C1=NC=CC(=C1)OC2=CC=C(C=C2)NC(=O)NC3=CC(=C(C=C3)Cl)C(F)(F)F. Cell line: SNB-19. Synergy scores: CSS=64.8, Synergy_ZIP=1.91, Synergy_Bliss=1.30, Synergy_Loewe=-27.9, Synergy_HSA=0.912. (2) Cell line: 786-0. Drug 1: CS(=O)(=O)C1=CC(=C(C=C1)C(=O)NC2=CC(=C(C=C2)Cl)C3=CC=CC=N3)Cl. Drug 2: CC1=C(C=C(C=C1)C(=O)NC2=CC(=CC(=C2)C(F)(F)F)N3C=C(N=C3)C)NC4=NC=CC(=N4)C5=CN=CC=C5. Synergy scores: CSS=9.02, Synergy_ZIP=-1.80, Synergy_Bliss=3.21, Synergy_Loewe=1.93, Synergy_HSA=2.01. (3) Drug 1: COC1=C(C=C2C(=C1)N=CN=C2NC3=CC(=C(C=C3)F)Cl)OCCCN4CCOCC4. Drug 2: C1=C(C(=O)NC(=O)N1)F. Cell line: RPMI-8226. Synergy scores: CSS=67.5, Synergy_ZIP=-14.9, Synergy_Bliss=-26.3, Synergy_Loewe=-24.4, Synergy_HSA=-21.5. (4) Drug 1: C1C(C(OC1N2C=NC3=C2NC=NCC3O)CO)O. Drug 2: CC12CCC3C(C1CCC2OP(=O)(O)O)CCC4=C3C=CC(=C4)OC(=O)N(CCCl)CCCl.[Na+]. Cell line: NCI-H460. Synergy scores: CSS=1.11, Synergy_ZIP=1.52, Synergy_Bliss=5.00, Synergy_Loewe=-0.804, Synergy_HSA=-0.543. (5) Drug 2: C1C(C(OC1N2C=NC3=C2NC=NCC3O)CO)O. Drug 1: CC1=C(C=C(C=C1)NC(=O)C2=CC=C(C=C2)CN3CCN(CC3)C)NC4=NC=CC(=N4)C5=CN=CC=C5. Cell line: DU-145. Synergy scores: CSS=-15.5, Synergy_ZIP=9.48, Synergy_Bliss=6.11, Synergy_Loewe=-8.01, Synergy_HSA=-9.24.